From a dataset of Catalyst prediction with 721,799 reactions and 888 catalyst types from USPTO. Predict which catalyst facilitates the given reaction. (1) Reactant: [Cl:1][C:2]1[CH:3]=[C:4]([CH2:10][C:11]([O:13][CH3:14])=[O:12])[CH:5]=[C:6]([Cl:9])[C:7]=1[OH:8].[CH3:15][Si](C=[N+]=[N-])(C)C. Product: [Cl:1][C:2]1[CH:3]=[C:4]([CH2:10][C:11]([O:13][CH3:14])=[O:12])[CH:5]=[C:6]([Cl:9])[C:7]=1[O:8][CH3:15]. The catalyst class is: 98. (2) Reactant: FC(F)(F)C(O)=O.[CH:8]1([S:13][C:14]2[N:18]([C:19]3[CH:24]=[CH:23][C:22]([C:25]([O:27][CH3:28])=[O:26])=[CH:21][CH:20]=3)[N:17]=[CH:16][C:15]=2[C:29]([O:31]C(C)(C)C)=[O:30])[CH2:12][CH2:11][CH2:10][CH2:9]1. Product: [CH:8]1([S:13][C:14]2[N:18]([C:19]3[CH:24]=[CH:23][C:22]([C:25]([O:27][CH3:28])=[O:26])=[CH:21][CH:20]=3)[N:17]=[CH:16][C:15]=2[C:29]([OH:31])=[O:30])[CH2:9][CH2:10][CH2:11][CH2:12]1. The catalyst class is: 2. (3) Reactant: Br[C:2]1[S:6][C:5]([CH2:7][NH:8][C:9]([C:11]2[C:12](=[O:26])[N:13]([CH2:17][C:18]3[CH:23]=[CH:22][C:21]([F:24])=[C:20]([F:25])[CH:19]=3)[CH:14]=[CH:15][CH:16]=2)=[O:10])=[CH:4][CH:3]=1.[B:27]1([B:27]2[O:31][C:30]([CH3:33])([CH3:32])[C:29]([CH3:35])([CH3:34])[O:28]2)[O:31][C:30]([CH3:33])([CH3:32])[C:29]([CH3:35])([CH3:34])[O:28]1.C([O-])(=O)C.[K+].ClCCl.B(O)O. Product: [CH3:34][C:29]1([CH3:35])[C:30]([CH3:33])([CH3:32])[O:31][B:27]([C:2]2[S:6][C:5]([CH2:7][NH:8][C:9]([C:11]3[C:12](=[O:26])[N:13]([CH2:17][C:18]4[CH:23]=[CH:22][C:21]([F:24])=[C:20]([F:25])[CH:19]=4)[CH:14]=[CH:15][CH:16]=3)=[O:10])=[CH:4][CH:3]=2)[O:28]1. The catalyst class is: 423. (4) Reactant: C(=O)([O-])[O-].[K+].[K+].Cl[C:8]1[C:17]2[C:12](=[CH:13][CH:14]=[CH:15][CH:16]=2)[N:11]=[CH:10][C:9]=1[N+:18]([O-:20])=[O:19].C(N(CC)CC)C.[CH2:28]([O:30][CH:31]([O:35][CH2:36][CH3:37])[CH2:32][CH2:33][NH2:34])[CH3:29]. Product: [CH2:28]([O:30][CH:31]([O:35][CH2:36][CH3:37])[CH2:32][CH2:33][NH:34][C:8]1[C:17]2[C:12](=[CH:13][CH:14]=[CH:15][CH:16]=2)[N:11]=[CH:10][C:9]=1[N+:18]([O-:20])=[O:19])[CH3:29]. The catalyst class is: 46. (5) Reactant: [CH:1]1[C:14]2[C:5](=[CH:6][C:7]3[C:12]([C:13]=2[C:15]2[CH:20]=[CH:19][C:18]([C:21]4[CH:30]=[N:29][C:28]5[C:23](=[CH:24][CH:25]=[CH:26][CH:27]=5)[N:22]=4)=[CH:17][CH:16]=2)=[CH:11][CH:10]=[CH:9][CH:8]=3)[CH:4]=[CH:3][CH:2]=1.[Br:31]N1C(=O)CCC1=O. Product: [Br:31][C:6]1[C:7]2[C:12](=[CH:11][CH:10]=[CH:9][CH:8]=2)[C:13]([C:15]2[CH:16]=[CH:17][C:18]([C:21]3[CH:30]=[N:29][C:28]4[C:23](=[CH:24][CH:25]=[CH:26][CH:27]=4)[N:22]=3)=[CH:19][CH:20]=2)=[C:14]2[C:5]=1[CH:4]=[CH:3][CH:2]=[CH:1]2. The catalyst class is: 9. (6) Reactant: [CH:1]1([N:6]2[C:14]3[CH:13]=[CH:12][N:11]=[C:10]([O:15]C)[C:9]=3[C:8]([C:17]3[CH:22]=[CH:21][C:20]([S:23]([NH2:26])(=[O:25])=[O:24])=[CH:19][CH:18]=3)=[N:7]2)[CH2:5][CH2:4][CH2:3][CH2:2]1.[I-].[Na+].Cl[Si](C)(C)C.O. Product: [CH:1]1([N:6]2[C:14]3[CH:13]=[CH:12][NH:11][C:10](=[O:15])[C:9]=3[C:8]([C:17]3[CH:22]=[CH:21][C:20]([S:23]([NH2:26])(=[O:24])=[O:25])=[CH:19][CH:18]=3)=[N:7]2)[CH2:2][CH2:3][CH2:4][CH2:5]1. The catalyst class is: 10. (7) Reactant: Cl.[F:2][C:3]([F:17])([F:16])[C:4]1[CH:5]=[C:6]([N:10]2[CH2:15][CH2:14][NH:13][CH2:12][CH2:11]2)[CH:7]=[CH:8][CH:9]=1.ClCCl.Br[CH2:22][CH2:23][CH2:24][Cl:25].C(N(CC)CC)C. Product: [Cl:25][CH2:24][CH2:23][CH2:22][N:13]1[CH2:14][CH2:15][N:10]([C:6]2[CH:7]=[CH:8][CH:9]=[C:4]([C:3]([F:2])([F:16])[F:17])[CH:5]=2)[CH2:11][CH2:12]1. The catalyst class is: 81.